From a dataset of Catalyst prediction with 721,799 reactions and 888 catalyst types from USPTO. Predict which catalyst facilitates the given reaction. Reactant: C(OC([N:8]1[CH2:12][C@@H:11]([CH2:13][N:14]([CH:31]([CH3:33])[CH3:32])[C:15](=[O:30])[C:16]2[CH:21]=[CH:20][C:19]([O:22][CH3:23])=[C:18]([O:24][CH2:25][CH2:26][CH2:27][O:28][CH3:29])[CH:17]=2)[C@H:10]([NH2:34])[CH2:9]1)=O)(C)(C)C.[CH:35]([O:38][C:39]1[CH:44]=[CH:43][C:42]([S:45](Cl)(=[O:47])=[O:46])=[CH:41][CH:40]=1)([CH3:37])[CH3:36].CC#N.O.CC#N. Product: [CH:35]([O:38][C:39]1[CH:44]=[CH:43][C:42]([S:45]([NH:34][C@@H:10]2[CH2:9][NH:8][CH2:12][C@H:11]2[CH2:13][N:14]([CH:31]([CH3:32])[CH3:33])[C:15](=[O:30])[C:16]2[CH:21]=[CH:20][C:19]([O:22][CH3:23])=[C:18]([O:24][CH2:25][CH2:26][CH2:27][O:28][CH3:29])[CH:17]=2)(=[O:47])=[O:46])=[CH:41][CH:40]=1)([CH3:37])[CH3:36]. The catalyst class is: 6.